This data is from Reaction yield outcomes from USPTO patents with 853,638 reactions. The task is: Predict the reaction yield, written as a fraction of the theoretical maximum amount of product (1.0 means a 100% yield; for example, 0.34 means a 34% yield). (1) The reactants are [NH2:1][CH2:2][CH:3]([C:10]1[CH:15]=[CH:14][CH:13]=[C:12]([Cl:16])[CH:11]=1)[CH2:4][C:5](OCC)=[O:6]. The catalyst is C1(C)C=CC=CC=1. The product is [Cl:16][C:12]1[CH:11]=[C:10]([CH:3]2[CH2:2][NH:1][C:5](=[O:6])[CH2:4]2)[CH:15]=[CH:14][CH:13]=1. The yield is 0.492. (2) The reactants are [NH2:1][C@H:2]1[CH2:6][CH2:5][N:4]([C:7]([C:9]2[CH:10]=[C:11]([CH:24]=[CH:25][C:26]=2[F:27])[CH2:12][C:13]2[C:22]3[C:17](=[CH:18][CH:19]=[CH:20][CH:21]=3)[C:16](=[O:23])[NH:15][N:14]=2)=[O:8])[CH2:3]1.[N:28]1[CH:33]=[CH:32][CH:31]=[CH:30][C:29]=1[CH:34]=O.C(O[BH-](OC(=O)C)OC(=O)C)(=O)C.[Na+]. No catalyst specified. The product is [F:27][C:26]1[CH:25]=[CH:24][C:11]([CH2:12][C:13]2[C:22]3[C:17](=[CH:18][CH:19]=[CH:20][CH:21]=3)[C:16](=[O:23])[NH:15][N:14]=2)=[CH:10][C:9]=1[C:7]([N:4]1[CH2:5][CH2:6][C@H:2]([NH:1][CH2:34][C:29]2[CH:30]=[CH:31][CH:32]=[CH:33][N:28]=2)[CH2:3]1)=[O:8]. The yield is 0.810. (3) The reactants are [NH2:1][C:2]1[C:9]([F:10])=[CH:8][C:5]([C:6]#N)=[C:4]([F:11])[CH:3]=1.S(=O)(=O)(O)O.[OH2:17].[OH-:18].[Na+]. The catalyst is O1CCOCC1. The product is [NH2:1][C:2]1[C:9]([F:10])=[CH:8][C:5]([C:6]([OH:18])=[O:17])=[C:4]([F:11])[CH:3]=1. The yield is 0.420. (4) The reactants are [Cl-].[C:2]([NH:5][C:6]1[CH:23]=[CH:22][C:9]([NH:10][C:11]2[C:20]3[C:15](=[CH:16][CH:17]=[C:18](N)[CH:19]=3)[NH+:14]=[CH:13][CH:12]=2)=[CH:8][CH:7]=1)(=[O:4])[CH3:3].C=O.[BH3-][C:27]#[N:28].[Na+].[CH3:30]C([O-])=O.[Na+].Cl.N. The catalyst is CO. The product is [CH3:30][N:28]([CH3:27])[C:18]1[CH:19]=[C:20]2[C:15](=[CH:16][CH:17]=1)[N:14]=[CH:13][CH:12]=[C:11]2[NH:10][C:9]1[CH:22]=[CH:23][C:6]([NH:5][C:2](=[O:4])[CH3:3])=[CH:7][CH:8]=1. The yield is 0.910. (5) The reactants are FC(F)(F)[C:3]1[CH:10]=[CH:9][C:6]([CH2:7]Br)=[CH:5][CH:4]=1.C(Br)C1C=CC=CC=1.[CH3:21][C:22]1[CH:26]=[C:25]([N:27]2[CH2:31][CH2:30][NH:29][C:28]2=[O:32])[S:24][C:23]=1[C:33]([O:35][CH2:36][CH3:37])=[O:34]. No catalyst specified. The product is [CH2:7]([N:29]1[CH2:30][CH2:31][N:27]([C:25]2[S:24][C:23]([C:33]([O:35][CH2:36][CH3:37])=[O:34])=[C:22]([CH3:21])[CH:26]=2)[C:28]1=[O:32])[C:6]1[CH:5]=[CH:4][CH:3]=[CH:10][CH:9]=1. The yield is 0.940. (6) The reactants are [F:1][C:2]1[CH:7]=[CH:6][C:5]([OH:8])=[C:4]([CH2:9][CH:10]=[CH2:11])[CH:3]=1.Cl[Sn](Cl)(Cl)Cl.[I:17]I. The catalyst is ClCCl. The product is [F:1][C:2]1[CH:7]=[CH:6][C:5]2[O:8][CH:10]([CH2:11][I:17])[CH2:9][C:4]=2[CH:3]=1. The yield is 0.540.